This data is from Forward reaction prediction with 1.9M reactions from USPTO patents (1976-2016). The task is: Predict the product of the given reaction. (1) Given the reactants [CH:1]1([C:7]2[O:8][C:9]([C:23]3[CH:28]=[CH:27][C:26]([C:29]([F:32])([F:31])[F:30])=[CH:25][CH:24]=3)=[CH:10][C:11]=2[CH2:12][O:13][C:14]2[CH:22]=[CH:21][C:17]([C:18](O)=[O:19])=[CH:16][CH:15]=2)[CH2:6][CH2:5][CH2:4][CH2:3][CH2:2]1.[CH3:33][NH:34][CH2:35][CH2:36][C:37]([O:39]CC)=[O:38], predict the reaction product. The product is: [CH:1]1([C:7]2[O:8][C:9]([C:23]3[CH:28]=[CH:27][C:26]([C:29]([F:32])([F:30])[F:31])=[CH:25][CH:24]=3)=[CH:10][C:11]=2[CH2:12][O:13][C:14]2[CH:22]=[CH:21][C:17]([C:18]([N:34]([CH3:33])[CH2:35][CH2:36][C:37]([OH:39])=[O:38])=[O:19])=[CH:16][CH:15]=2)[CH2:6][CH2:5][CH2:4][CH2:3][CH2:2]1. (2) Given the reactants [CH3:1][CH:2]1[CH2:7][NH:6][CH2:5][CH2:4][NH:3]1.[C:8]([O:12][C:13](O[C:13]([O:12][C:8]([CH3:11])([CH3:10])[CH3:9])=[O:14])=[O:14])([CH3:11])([CH3:10])[CH3:9], predict the reaction product. The product is: [C:13]([N:6]1[CH2:5][CH2:4][NH:3][CH:2]([CH3:1])[CH2:7]1)([O:12][C:8]([CH3:11])([CH3:10])[CH3:9])=[O:14]. (3) Given the reactants Br[C:2]1[N:9]=[CH:8][CH:7]=[CH:6][C:3]=1[CH:4]=[O:5].[CH3:10][O:11][C:12]1[CH:13]=[C:14](B(O)O)[CH:15]=[CH:16][CH:17]=1, predict the reaction product. The product is: [CH3:10][O:11][C:12]1[CH:17]=[C:16]([C:2]2[N:9]=[CH:8][CH:7]=[CH:6][C:3]=2[CH:4]=[O:5])[CH:15]=[CH:14][CH:13]=1. (4) Given the reactants [NH2:1][C:2]1[CH:3]=[C:4]2[C:9](=[CH:10][CH:11]=1)[C:8]([OH:12])=[N:7][CH:6]=[CH:5]2.C([O-])(O)=O.[Na+].F[C:19](=[O:34])[C@H:20]([NH:26][C:27](=[O:33])[O:28][C:29]([CH3:32])([CH3:31])[CH3:30])[C:21]1[CH:25]=[CH:24][S:23][CH:22]=1, predict the reaction product. The product is: [OH:12][C:8]1[C:9]2[C:4](=[CH:3][C:2]([NH:1][C:19](=[O:34])[C@H:20]([NH:26][C:27](=[O:33])[O:28][C:29]([CH3:30])([CH3:32])[CH3:31])[C:21]3[CH:25]=[CH:24][S:23][CH:22]=3)=[CH:11][CH:10]=2)[CH:5]=[CH:6][N:7]=1. (5) Given the reactants [F:1][C:2]([F:34])([F:33])[C:3]1[CH:4]=[C:5]([CH:30]=[CH:31][CH:32]=1)[CH2:6][NH:7][C:8](=[O:29])[C:9]1[CH:14]=[CH:13][N:12]=[C:11]([C:15]2[CH:20]=[C:19]([O:21][CH:22]3[CH2:27][CH2:26][O:25][CH2:24][CH2:23]3)[CH:18]=[CH:17][C:16]=2[NH2:28])[CH:10]=1.[C:35]([O:39][C:40](=[O:54])[CH2:41][CH2:42][S:43][CH2:44][C:45]1[CH:46]=[C:47]([CH:51]=[CH:52][CH:53]=1)[C:48](O)=[O:49])([CH3:38])([CH3:37])[CH3:36].CCN=C=NCCCN(C)C.Cl, predict the reaction product. The product is: [F:34][C:2]([F:1])([F:33])[C:3]1[CH:4]=[C:5]([CH:30]=[CH:31][CH:32]=1)[CH2:6][NH:7][C:8]([C:9]1[CH:14]=[CH:13][N:12]=[C:11]([C:15]2[CH:20]=[C:19]([O:21][CH:22]3[CH2:27][CH2:26][O:25][CH2:24][CH2:23]3)[CH:18]=[CH:17][C:16]=2[NH:28][C:48]([C:47]2[CH:46]=[C:45]([CH:53]=[CH:52][CH:51]=2)[CH2:44][S:43][CH2:42][CH2:41][C:40]([O:39][C:35]([CH3:38])([CH3:36])[CH3:37])=[O:54])=[O:49])[CH:10]=1)=[O:29]. (6) The product is: [Cl:37][C:10]1[CH:11]=[C:12]([C:13]2[CH:18]=[CH:17][C:16]([F:19])=[CH:15][CH:14]=2)[N:7]2[N:6]=[C:5]([CH2:4][O:3][CH2:1][CH3:2])[C:21]([C:22]3[CH:27]=[CH:26][C:25]([CH3:28])=[CH:24][CH:23]=3)=[C:8]2[N:9]=1. Given the reactants [CH2:1]([O:3][CH2:4][C:5]1[C:21]([C:22]2[CH:27]=[CH:26][C:25]([CH3:28])=[CH:24][CH:23]=2)=[C:8]2[NH:9][C:10](=O)[CH:11]=[C:12]([C:13]3[CH:18]=[CH:17][C:16]([F:19])=[CH:15][CH:14]=3)[N:7]2[N:6]=1)[CH3:2].N1C=CC=CC=1.O=P(Cl)(Cl)[Cl:37], predict the reaction product. (7) Given the reactants [NH2:1][C:2]1[C:7]([NH2:8])=[CH:6][C:5]([Br:9])=[CH:4][N:3]=1.Cl[C:11]1[CH:19]=[CH:18][C:14]([C:15](O)=O)=[CH:13][N:12]=1.C(=O)([O-])[OH:21].[Na+], predict the reaction product. The product is: [Br:9][C:5]1[CH:6]=[C:7]2[N:8]=[C:15]([C:14]3[CH:18]=[CH:19][C:11]([OH:21])=[N:12][CH:13]=3)[NH:1][C:2]2=[N:3][CH:4]=1.